From a dataset of Forward reaction prediction with 1.9M reactions from USPTO patents (1976-2016). Predict the product of the given reaction. (1) Given the reactants [NH2:1][C:2]1[CH:3]=[C:4]([C:27]2[CH:32]=[CH:31][C:30]([O:33][CH:34]3[CH2:39][CH2:38][N:37]([CH3:40])[CH2:36][CH2:35]3)=[CH:29][CH:28]=2)[CH:5]=[CH:6][C:7]=1[NH:8][C:9]([C:11]1[CH:12]=[C:13]([C:19]2[CH:24]=[CH:23][CH:22]=[C:21]([O:25][CH3:26])[CH:20]=2)[C:14]([O:17][CH3:18])=[CH:15][CH:16]=1)=[O:10].[C:41](OC(=O)C)(=[O:43])[CH3:42], predict the reaction product. The product is: [C:41]([NH:1][C:2]1[CH:3]=[C:4]([C:27]2[CH:32]=[CH:31][C:30]([O:33][CH:34]3[CH2:35][CH2:36][N:37]([CH3:40])[CH2:38][CH2:39]3)=[CH:29][CH:28]=2)[CH:5]=[CH:6][C:7]=1[NH:8][C:9]([C:11]1[CH:12]=[C:13]([C:19]2[CH:24]=[CH:23][CH:22]=[C:21]([O:25][CH3:26])[CH:20]=2)[C:14]([O:17][CH3:18])=[CH:15][CH:16]=1)=[O:10])(=[O:43])[CH3:42]. (2) The product is: [C:1]([C:3]1[CH:8]=[CH:7][C:6]([N:9]2[CH:17]([CH:18]3[CH2:19][CH2:20][CH2:21][CH2:22]3)[CH:16]3[C:11]([C:12]4[CH:26]=[CH:25][C:24]([C:27]([OH:29])=[O:28])=[CH:23][C:13]=4[CH2:14][CH2:15]3)=[N:10]2)=[CH:5][C:4]=1[CH2:32][O:33][CH3:34])#[N:2]. Given the reactants [C:1]([C:3]1[CH:8]=[CH:7][C:6]([N:9]2[CH:17]([CH:18]3[CH2:22][CH2:21][CH2:20][CH2:19]3)[CH:16]3[C:11]([C:12]4[CH:26]=[CH:25][C:24]([C:27]([O:29]CC)=[O:28])=[CH:23][C:13]=4[CH2:14][CH2:15]3)=[N:10]2)=[CH:5][C:4]=1[CH2:32][O:33][CH3:34])#[N:2].CO.[OH-].[Na+], predict the reaction product. (3) Given the reactants [NH2:1][C:2]1[N:7]=[CH:6][C:5]([C:8]2[C:9]3[CH2:23][CH2:22][N:21]([CH:24]4[CH2:27][N:26](C(OC(C)(C)C)=O)[CH2:25]4)[C:10]=3[N:11]=[C:12]([N:14]3[CH2:19][CH2:18][O:17][CH2:16][C@@H:15]3[CH3:20])[N:13]=2)=[CH:4][N:3]=1.[ClH:35].O1CCOCC1, predict the reaction product. The product is: [ClH:35].[ClH:35].[NH:26]1[CH2:27][CH:24]([N:21]2[C:10]3[N:11]=[C:12]([N:14]4[CH2:19][CH2:18][O:17][CH2:16][C@@H:15]4[CH3:20])[N:13]=[C:8]([C:5]4[CH:4]=[N:3][C:2]([NH2:1])=[N:7][CH:6]=4)[C:9]=3[CH2:23][CH2:22]2)[CH2:25]1. (4) The product is: [CH3:1][NH:3][C:51]([C:50]1[CH:54]=[CH:55][C:47]([C:45]([NH:44][C:40]2[CH:41]=[CH:42][CH:43]=[C:38]([C:29]3[C:30]4[C:25](=[CH:24][C:23]([O:22][CH3:21])=[C:32]5[O:33][C:34]([CH3:36])([CH3:37])[CH2:35][C:31]5=4)[CH2:26][C:27]([CH3:56])([CH3:57])[N:28]=3)[CH:39]=2)=[O:46])=[CH:48][CH:49]=1)=[O:52]. Given the reactants [CH2:1]([N:3](CC)CC)C.Cl.C(N=C=NCCCN(C)C)C.Cl.[CH3:21][O:22][C:23]1[CH:24]=[C:25]2[C:30](=[C:31]3[CH2:35][C:34]([CH3:37])([CH3:36])[O:33][C:32]=13)[C:29]([C:38]1[CH:39]=[C:40]([NH:44][C:45]([C:47]3[CH:55]=[CH:54][C:50]([C:51](O)=[O:52])=[CH:49][CH:48]=3)=[O:46])[CH:41]=[CH:42][CH:43]=1)=[N:28][C:27]([CH3:57])([CH3:56])[CH2:26]2.CN.CO.ON1C2C=CC=CC=2N=N1, predict the reaction product. (5) Given the reactants [H-].C([Al+]CC(C)C)C(C)C.C1(C)C=CC=CC=1.[NH2:18][C:19]([NH:21][C:22]1[NH:23][C:24]([C:30]2[CH:35]=[CH:34][C:33]([C:36](OCC)=[O:37])=[CH:32][CH:31]=2)=[CH:25][C:26]=1[C:27]([NH2:29])=[O:28])=[O:20].O, predict the reaction product. The product is: [NH2:18][C:19]([NH:21][C:22]1[NH:23][C:24]([C:30]2[CH:35]=[CH:34][C:33]([CH2:36][OH:37])=[CH:32][CH:31]=2)=[CH:25][C:26]=1[C:27]([NH2:29])=[O:28])=[O:20]. (6) Given the reactants Br[C:2]1[CH:3]=[C:4]2[C:9](=[CH:10][CH:11]=1)[N:8]=[C:7]([NH:12][CH:13]1[C:17]3[CH:18]=[CH:19][CH:20]=[CH:21][C:16]=3[O:15][CH2:14]1)[CH:6]=[CH:5]2.[NH2:22][C:23]1[CH:28]=[CH:27][CH:26]=[C:25]([CH3:29])[N:24]=1, predict the reaction product. The product is: [O:15]1[C:16]2[CH:21]=[CH:20][CH:19]=[CH:18][C:17]=2[CH:13]([NH:12][C:7]2[CH:6]=[CH:5][C:4]3[C:9](=[CH:10][CH:11]=[C:2]([NH:22][C:23]4[CH:28]=[CH:27][CH:26]=[C:25]([CH3:29])[N:24]=4)[CH:3]=3)[N:8]=2)[CH2:14]1. (7) Given the reactants [S:1]1[C:5]2[CH:6]=[CH:7][CH:8]=[CH:9][C:4]=2[N:3]=[C:2]1[N:10]1[C:14](=[O:15])[C:13](=[CH:16][N:17](C)C)[C:12]([C:20]2[S:21][CH:22]=[CH:23][CH:24]=2)=[N:11]1, predict the reaction product. The product is: [NH2:17][CH:16]=[C:13]1[C:12]([C:20]2[S:21][CH:22]=[CH:23][CH:24]=2)=[N:11][N:10]([C:2]2[S:1][C:5]3[CH:6]=[CH:7][CH:8]=[CH:9][C:4]=3[N:3]=2)[C:14]1=[O:15].